This data is from Catalyst prediction with 721,799 reactions and 888 catalyst types from USPTO. The task is: Predict which catalyst facilitates the given reaction. (1) Reactant: [C:1]([CH2:3][CH2:4][CH2:5][CH2:6][CH2:7][B:8]([O:14]CCCC)[O:9]CCCC)#[N:2].[OH-].[K+].S(=O)(=O)(O)[OH:22]. Product: [NH2:2][C:1]([CH2:3][CH2:4][CH2:5][CH2:6][CH2:7][B:8]([OH:14])[OH:9])=[O:22]. The catalyst class is: 6. (2) Reactant: C[O:2][CH:3]=[C:4]1[CH2:13][CH2:12][C:7]2(OCC[O:8]2)[CH2:6][CH2:5]1.O.Cl. Product: [O:8]=[C:7]1[CH2:12][CH2:13][CH:4]([CH:3]=[O:2])[CH2:5][CH2:6]1. The catalyst class is: 12. (3) Reactant: [Cl:1][C:2]1[CH:29]=[CH:28][C:5]([CH2:6][N:7]2[C:15]3[C:10](=[CH:11][CH:12]=[CH:13][CH:14]=3)[CH:9]=[C:8]2[C:16]([N:18]2[CH2:23][CH2:22][CH:21]3[C:24](=[O:27])[NH:25][CH2:26][CH:20]3[CH2:19]2)=[O:17])=[CH:4][CH:3]=1.[H-].[Na+].[CH2:32](Br)[C:33]1[CH:38]=[CH:37][CH:36]=[CH:35][CH:34]=1. Product: [CH2:32]([N:25]1[C:24](=[O:27])[CH:21]2[CH:20]([CH2:19][N:18]([C:16]([C:8]3[N:7]([CH2:6][C:5]4[CH:28]=[CH:29][C:2]([Cl:1])=[CH:3][CH:4]=4)[C:15]4[C:10]([CH:9]=3)=[CH:11][CH:12]=[CH:13][CH:14]=4)=[O:17])[CH2:23][CH2:22]2)[CH2:26]1)[C:33]1[CH:38]=[CH:37][CH:36]=[CH:35][CH:34]=1. The catalyst class is: 39. (4) Reactant: [C:1]([O:5][C:6](=[O:28])[NH:7][C:8]1[CH:13]=[CH:12][C:11]([C:14]2[CH:19]=[CH:18][C:17]([F:20])=[CH:16][C:15]=2[O:21][CH2:22][O:23][CH3:24])=[CH:10][C:9]=1[N+:25]([O-])=O)([CH3:4])([CH3:3])[CH3:2]. Product: [C:1]([O:5][C:6](=[O:28])[NH:7][C:8]1[CH:13]=[CH:12][C:11]([C:14]2[CH:19]=[CH:18][C:17]([F:20])=[CH:16][C:15]=2[O:21][CH2:22][O:23][CH3:24])=[CH:10][C:9]=1[NH2:25])([CH3:4])([CH3:2])[CH3:3]. The catalyst class is: 45. (5) Reactant: [NH2:1][C@@H:2]([CH3:19])[CH2:3][N:4]1[CH:8]=[CH:7][C:6]([C:9]2[CH:16]=[CH:15][C:12]([C:13]#[N:14])=[C:11]([Cl:17])[C:10]=2[F:18])=[N:5]1.[C:20]([C:23]1[CH:27]=[C:26]([C:28](O)=[O:29])[NH:25][N:24]=1)(=[O:22])[CH3:21]. Product: [C:20]([C:23]1[CH:27]=[C:26]([C:28]([NH:1][C@@H:2]([CH3:19])[CH2:3][N:4]2[CH:8]=[CH:7][C:6]([C:9]3[CH:16]=[CH:15][C:12]([C:13]#[N:14])=[C:11]([Cl:17])[C:10]=3[F:18])=[N:5]2)=[O:29])[NH:25][N:24]=1)(=[O:22])[CH3:21]. The catalyst class is: 3.